Predict the reactants needed to synthesize the given product. From a dataset of Full USPTO retrosynthesis dataset with 1.9M reactions from patents (1976-2016). (1) The reactants are: [Cl:1][C:2]1[CH:3]=[C:4]([CH2:9][CH2:10][CH:11]=O)[CH:5]=[CH:6][C:7]=1[Cl:8].[CH3:13][C:14]([S@@:17]([NH2:19])=[O:18])([CH3:16])[CH3:15].[O-]S([O-])(=O)=O.[Mg+2]. Given the product [Cl:1][C:2]1[CH:3]=[C:4]([CH2:9][CH2:10]/[CH:11]=[N:19]/[S@:17]([C:14]([CH3:16])([CH3:15])[CH3:13])=[O:18])[CH:5]=[CH:6][C:7]=1[Cl:8], predict the reactants needed to synthesize it. (2) Given the product [CH3:1][O:2][C:3](=[O:21])[CH2:4][CH2:5][CH2:6][CH2:7][CH2:8][CH2:9][CH:10]([O:20][CH2:24][CH:23]=[CH2:22])[C:11](=[O:19])[NH:12][C:13]1[CH:18]=[CH:17][CH:16]=[CH:15][CH:14]=1, predict the reactants needed to synthesize it. The reactants are: [CH3:1][O:2][C:3](=[O:21])[CH2:4][CH2:5][CH2:6][CH2:7][CH2:8][CH2:9][CH:10]([OH:20])[C:11](=[O:19])[NH:12][C:13]1[CH:18]=[CH:17][CH:16]=[CH:15][CH:14]=1.[CH2:22](I)[CH:23]=[CH2:24]. (3) Given the product [F:1][C:2]1[CH:7]=[C:6]([F:8])[CH:5]=[CH:4][C:3]=1[CH2:9][NH:10][C:11]([C:13]1[C:14](=[O:40])[C:15]([OH:32])=[C:16]2[C:29](=[O:30])[N:20]3[CH:21]4[CH2:28][CH2:27][CH2:26][CH2:25][CH:22]4[CH2:23][O:24][CH:19]3[CH2:18][N:17]2[CH:31]=1)=[O:12], predict the reactants needed to synthesize it. The reactants are: [F:1][C:2]1[CH:7]=[C:6]([F:8])[CH:5]=[CH:4][C:3]=1[CH2:9][NH:10][C:11]([C:13]1[C:14](=[O:40])[C:15]([O:32]CC2C=CC=CC=2)=[C:16]2[C:29](=[O:30])[N:20]3[CH:21]4[CH2:28][CH2:27][CH2:26][CH2:25][CH:22]4[CH2:23][O:24][CH:19]3[CH2:18][N:17]2[CH:31]=1)=[O:12].Cl.OC[C@H]1CCCC[C@H]1N.CO.C(=O)([O-])[O-].